From a dataset of Forward reaction prediction with 1.9M reactions from USPTO patents (1976-2016). Predict the product of the given reaction. (1) Given the reactants N1CC[CH2:3][CH2:2]1.C([C:8]1[C:9]([CH3:30])=[C:10]([C:16]2[N:21]=[C:20]([C:22]([O:24]C(C)(C)C)=[O:23])[C:19]([CH3:29])=[CH:18][CH:17]=2)[CH:11]=[CH:12][C:13]=1[O:14][CH3:15])=O.[CH3:31][C:32]1([CH3:40])[CH2:37][C:36](=[O:38])[CH2:35][C:34](=[O:39])[CH2:33]1.O.[C:42]1(C)C=CC(S(O)(=O)=O)=CC=1.FC(F)(F)C(O)=O.[C:60]([OH:72])(=O)[CH2:61][C:62]([CH2:67][C:68](O)=O)([C:64](O)=O)O.[OH-].[Na+], predict the reaction product. The product is: [CH3:15][O:14][C:13]1[CH:12]=[CH:11][C:10]([C:16]2[N:21]=[C:20]([C:22]([OH:24])=[O:23])[C:19]([CH3:29])=[CH:18][CH:17]=2)=[C:9]([CH3:30])[C:8]=1[CH:2]1[C:3]2[C:60](=[O:72])[CH2:61][C:62]([CH3:64])([CH3:42])[CH2:67][C:68]=2[O:38][C:36]2[CH2:37][C:32]([CH3:40])([CH3:31])[CH2:33][C:34](=[O:39])[C:35]1=2. (2) Given the reactants [Cl:1][C:2]1[C:10]2[C:5](=[N:6][CH:7]=[CH:8][CH:9]=2)[S:4][CH:3]=1.C([Li])CCC.CCCCCC.[CH2:22]([CH:24]([C:27]1[C:28]2[N:29]([C:34](I)=[C:35]([CH3:37])[N:36]=2)[N:30]=[C:31]([CH3:33])[CH:32]=1)[CH2:25][CH3:26])[CH3:23], predict the reaction product. The product is: [Cl:1][C:2]1[C:10]2[C:5](=[N:6][CH:7]=[CH:8][CH:9]=2)[S:4][C:3]=1[C:34]1[N:29]2[N:30]=[C:31]([CH3:33])[CH:32]=[C:27]([CH:24]([CH2:22][CH3:23])[CH2:25][CH3:26])[C:28]2=[N:36][C:35]=1[CH3:37]. (3) The product is: [O:27]1[C:31]2[CH:30]=[C:5]([C:6]([O:8][CH3:9])=[O:7])[N:4]=[CH:1][C:2]=2[CH:29]=[CH:28]1. Given the reactants [C:1]([NH:4][CH:5](P(OC)(OC)=O)[C:6]([O:8][CH3:9])=[O:7])(=O)[CH3:2].C1CCN2C(=NCCC2)CC1.[O:27]1[CH:31]=[CH:30][C:29](C=O)=[C:28]1C=O, predict the reaction product.